This data is from Reaction yield outcomes from USPTO patents with 853,638 reactions. The task is: Predict the reaction yield, written as a fraction of the theoretical maximum amount of product (1.0 means a 100% yield; for example, 0.34 means a 34% yield). (1) The reactants are Cl[C:2]1[CH:7]=[CH:6][N:5]=[C:4]([N:8]2[CH:12]=[CH:11][N:10]=[CH:9]2)[N:3]=1.[NH:13]1[CH2:18][CH2:17][CH2:16][CH2:15][CH:14]1[CH2:19][CH2:20][OH:21].CCN(C(C)C)C(C)C. The catalyst is CN(C=O)C. The product is [N:8]1([C:4]2[N:3]=[C:2]([N:13]3[CH2:18][CH2:17][CH2:16][CH2:15][CH:14]3[CH2:19][CH2:20][OH:21])[CH:7]=[CH:6][N:5]=2)[CH:12]=[CH:11][N:10]=[CH:9]1. The yield is 0.460. (2) The reactants are Br[C:2]1[CH:3]=[CH:4][C:5]([CH:8]=[O:9])=[N:6][CH:7]=1.[C:10]([C:13]1[CH:18]=[CH:17][C:16](B(O)O)=[CH:15][CH:14]=1)(=[O:12])[NH2:11].C(=O)([O-])[O-].[Na+].[Na+]. The catalyst is C1(C)C=CC=CC=1.C(O)C.C(OCC)(=O)C.C1C=CC([P]([Pd]([P](C2C=CC=CC=2)(C2C=CC=CC=2)C2C=CC=CC=2)([P](C2C=CC=CC=2)(C2C=CC=CC=2)C2C=CC=CC=2)[P](C2C=CC=CC=2)(C2C=CC=CC=2)C2C=CC=CC=2)(C2C=CC=CC=2)C2C=CC=CC=2)=CC=1. The product is [CH:8]([C:5]1[N:6]=[CH:7][C:2]([C:16]2[CH:17]=[CH:18][C:13]([C:10]([NH2:11])=[O:12])=[CH:14][CH:15]=2)=[CH:3][CH:4]=1)=[O:9]. The yield is 0.620. (3) The reactants are [CH3:1][C@@H:2]1[N:13]([CH3:14])[C:12](=[O:15])[C@H:11]([CH2:16][C:17](O)=[O:18])[CH2:10][CH:9]=[CH:8][CH2:7][CH2:6][C:5](=[O:20])[O:4][C@@H:3]1[C:21]1[CH:26]=[CH:25][CH:24]=[CH:23][CH:22]=1.[CH3:27][N:28]1[CH2:33][CH2:32][CH:31]([CH2:34][NH2:35])[CH2:30][CH2:29]1.CO.C(Cl)Cl. The catalyst is CN(C=O)C. The product is [CH3:1][C@@H:2]1[N:13]([CH3:14])[C:12](=[O:15])[C@H:11]([CH2:16][C:17]([NH:35][CH2:34][CH:31]2[CH2:32][CH2:33][N:28]([CH3:27])[CH2:29][CH2:30]2)=[O:18])[CH2:10][CH:9]=[CH:8][CH2:7][CH2:6][C:5](=[O:20])[O:4][C@@H:3]1[C:21]1[CH:22]=[CH:23][CH:24]=[CH:25][CH:26]=1. The yield is 0.310. (4) The reactants are [CH2:1]([NH:3][C:4]1[CH:9]=[CH:8][C:7]2[O:10][CH2:11][O:12][C:6]=2[CH:5]=1)[CH3:2].[O:13]([C:15]#[N:16])[Na]. The catalyst is CC(O)=O. The product is [CH2:1]([N:3]([C:4]1[CH:9]=[CH:8][C:7]2[O:10][CH2:11][O:12][C:6]=2[CH:5]=1)[C:15]([NH2:16])=[O:13])[CH3:2]. The yield is 0.560.